This data is from Forward reaction prediction with 1.9M reactions from USPTO patents (1976-2016). The task is: Predict the product of the given reaction. (1) Given the reactants [C:1]([O:5][C:6](=[O:15])[NH:7][CH2:8][CH:9]1[CH2:14][CH2:13][NH:12][CH2:11][CH2:10]1)([CH3:4])([CH3:3])[CH3:2].F[C:17]1[CH:22]=[CH:21][C:20]([S:23](Cl)(=[O:25])=[O:24])=[CH:19][CH:18]=1.C([N:30](C(C)C)CC)(C)C, predict the reaction product. The product is: [C:1]([O:5][C:6](=[O:15])[NH:7][CH2:8][CH:9]1[CH2:10][CH2:11][N:12]([S:23]([C:20]2[CH:21]=[CH:22][C:17]([NH2:30])=[CH:18][CH:19]=2)(=[O:25])=[O:24])[CH2:13][CH2:14]1)([CH3:4])([CH3:2])[CH3:3]. (2) Given the reactants [CH2:1]([O:3][C:4](=[O:23])[C:5]([O:8][C:9]1[CH:14]=[CH:13][C:12]([O:15][CH:16]([C:18]([O:20]C)=[O:19])[CH3:17])=[CH:11][C:10]=1[CH3:22])([CH3:7])[CH3:6])[CH3:2].[Li+].[OH-], predict the reaction product. The product is: [CH2:1]([O:3][C:4](=[O:23])[C:5]([O:8][C:9]1[CH:14]=[CH:13][C:12]([O:15][CH:16]([C:18]([OH:20])=[O:19])[CH3:17])=[CH:11][C:10]=1[CH3:22])([CH3:7])[CH3:6])[CH3:2]. (3) Given the reactants [F:1][C:2]1[CH:14]=[CH:13][CH:12]=[CH:11][C:3]=1[CH2:4][N:5]1[CH:9]=[C:8]([OH:10])[CH:7]=[N:6]1.Cl[C:16]1[N:17]=[C:18]([OH:26])[C:19]2[CH:25]=[CH:24][N:23]=[CH:22][C:20]=2[N:21]=1, predict the reaction product. The product is: [F:1][C:2]1[CH:14]=[CH:13][CH:12]=[CH:11][C:3]=1[CH2:4][N:5]1[CH:9]=[C:8]([O:10][C:16]2[N:17]=[C:18]([OH:26])[C:19]3[CH:25]=[CH:24][N:23]=[CH:22][C:20]=3[N:21]=2)[CH:7]=[N:6]1. (4) Given the reactants C([N:8]1[CH2:13][CH2:12][C:11]([N:20]([CH3:28])[C:21](=[O:27])[O:22][C:23]([CH3:26])([CH3:25])[CH3:24])([C:14]2[CH:19]=[CH:18][N:17]=[CH:16][CH:15]=2)[CH2:10][CH2:9]1)C1C=CC=CC=1.C(O)(=O)C, predict the reaction product. The product is: [CH3:28][N:20]([C:11]1([C:14]2[CH:15]=[CH:16][N:17]=[CH:18][CH:19]=2)[CH2:12][CH2:13][NH:8][CH2:9][CH2:10]1)[C:21](=[O:27])[O:22][C:23]([CH3:26])([CH3:24])[CH3:25].